From a dataset of Catalyst prediction with 721,799 reactions and 888 catalyst types from USPTO. Predict which catalyst facilitates the given reaction. (1) Reactant: [CH:1]1([CH:6]=O)[CH2:5][CH2:4][CH2:3][CH2:2]1.[CH:8]([C:10]([CH3:12])=[O:11])=[CH2:9].OS(O)(=O)=O.C([O-])(O)=O.[Na+]. Product: [CH2:2]1[C:1]2([CH2:6][CH2:12][C:10](=[O:11])[CH:8]=[CH:9]2)[CH2:5][CH2:4][CH2:3]1. The catalyst class is: 11. (2) Reactant: [OH:1][C:2]1[C:7]([C:8]([OH:10])=O)=[CH:6][N:5]=[C:4]([N:11]2[CH:15]=[CH:14][CH:13]=[N:12]2)[N:3]=1.CN(C(ON1N=NC2C=CC=NC1=2)=[N+](C)C)C.F[P-](F)(F)(F)(F)F.CCN(CC)CC.[CH3:47][P:48]([C:53]1[CH:58]=[CH:57][C:56]([CH:59]([NH2:66])[C:60]2[CH:65]=[CH:64][CH:63]=[CH:62][CH:61]=2)=[CH:55][CH:54]=1)(=[O:52])[O:49][CH2:50][CH3:51]. The catalyst class is: 23. Product: [OH:1][C:2]1[C:7]([C:8]([NH:66][CH:59]([C:60]2[CH:61]=[CH:62][CH:63]=[CH:64][CH:65]=2)[C:56]2[CH:55]=[CH:54][C:53]([P:48]([CH3:47])(=[O:52])[O:49][CH2:50][CH3:51])=[CH:58][CH:57]=2)=[O:10])=[CH:6][N:5]=[C:4]([N:11]2[CH:15]=[CH:14][CH:13]=[N:12]2)[N:3]=1. (3) Reactant: [CH2:1]([N:8]([CH3:28])[C:9]([CH:11]1[CH2:16][CH2:15][N:14]([C:17]([C:19]2[NH:20][C:21]3[C:26]([CH:27]=2)=[CH:25][CH:24]=[CH:23][CH:22]=3)=[O:18])[CH2:13][CH2:12]1)=[O:10])[C:2]1[CH:7]=[CH:6][CH:5]=[CH:4][CH:3]=1.[H-].[Na+].I[CH2:32][C:33]1[CH:40]=[CH:39][C:36]([C:37]#[N:38])=[CH:35][CH:34]=1. Product: [CH2:1]([N:8]([CH3:28])[C:9]([CH:11]1[CH2:16][CH2:15][N:14]([C:17]([C:19]2[N:20]([CH2:32][C:33]3[CH:40]=[CH:39][C:36]([C:37]#[N:38])=[CH:35][CH:34]=3)[C:21]3[C:26]([CH:27]=2)=[CH:25][CH:24]=[CH:23][CH:22]=3)=[O:18])[CH2:13][CH2:12]1)=[O:10])[C:2]1[CH:7]=[CH:6][CH:5]=[CH:4][CH:3]=1. The catalyst class is: 384.